From a dataset of Full USPTO retrosynthesis dataset with 1.9M reactions from patents (1976-2016). Predict the reactants needed to synthesize the given product. (1) The reactants are: [CH2:1]([C:4]1[CH:5]=[C:6]([CH:11]=[CH:12][C:13]=1[CH3:14])[C:7](OC)=[O:8])[CH:2]=[CH2:3].O.[NH2:16][NH2:17]. Given the product [CH2:1]([C:4]1[CH:5]=[C:6]([CH:11]=[CH:12][C:13]=1[CH3:14])[C:7]([NH:16][NH2:17])=[O:8])[CH:2]=[CH2:3], predict the reactants needed to synthesize it. (2) Given the product [NH2:12][C@H:5]1[C:6]2[C:11](=[CH:10][CH:9]=[CH:8][CH:7]=2)[C:2](=[O:1])[CH2:3][CH2:4]1, predict the reactants needed to synthesize it. The reactants are: [O:1]=[C:2]1[C:11]2[C:6](=[CH:7][CH:8]=[CH:9][CH:10]=2)[C@H:5]([NH:12]C=O)[CH2:4][CH2:3]1. (3) Given the product [Cl:18][C:15]1[S:14][C:13]([C:11]([NH:10][CH2:9][C@@H:8]2[O:2][C:1](=[O:4])[N:20]([C:21]3[CH:22]=[CH:23][C:24]([N:27]4[CH2:32][CH2:31][O:30][CH2:29][C:28]4=[O:33])=[CH:25][CH:26]=3)[CH2:19]2)=[O:12])=[CH:17][CH:16]=1, predict the reactants needed to synthesize it. The reactants are: [C:1](=[O:4])([O-])[O-:2].[K+].[K+].O[C@H:8]([CH2:19][NH:20][C:21]1[CH:26]=[CH:25][C:24]([N:27]2[CH2:32][CH2:31][O:30][CH2:29][C:28]2=[O:33])=[CH:23][CH:22]=1)[CH2:9][NH:10][C:11]([C:13]1[S:14][C:15]([Cl:18])=[CH:16][CH:17]=1)=[O:12].ClCCl. (4) Given the product [Cl:14][C:13]1[CH:12]=[C:11]2[C:7]([CH2:8][C:9](=[O:15])[NH:10]2)=[CH:6][C:5]=1[C:3](=[O:4])[CH2:2][S:16][CH2:17][CH2:18][C:19]([O:21][CH3:22])=[O:20], predict the reactants needed to synthesize it. The reactants are: Cl[CH2:2][C:3]([C:5]1[CH:6]=[C:7]2[C:11](=[CH:12][C:13]=1[Cl:14])[NH:10][C:9](=[O:15])[CH2:8]2)=[O:4].[SH:16][CH2:17][CH2:18][C:19]([O:21][CH3:22])=[O:20].C(=O)([O-])[O-].[K+].[K+]. (5) Given the product [Br:1][C:2]1[CH:7]=[CH:6][C:5]([S:8][C:10]([CH3:19])([CH3:18])[C:11]([O:13][C:14]([CH3:17])([CH3:16])[CH3:15])=[O:12])=[CH:4][CH:3]=1, predict the reactants needed to synthesize it. The reactants are: [Br:1][C:2]1[CH:7]=[CH:6][C:5]([SH:8])=[CH:4][CH:3]=1.Br[C:10]([CH3:19])([CH3:18])[C:11]([O:13][C:14]([CH3:17])([CH3:16])[CH3:15])=[O:12]. (6) The reactants are: [Br:1][C:2]1[CH:3]=[CH:4][C:5]([O:12]C)=[C:6]([CH2:8][C:9](=O)[CH3:10])[CH:7]=1.B(Br)(Br)Br.O. Given the product [Br:1][C:2]1[CH:3]=[CH:4][C:5]2[O:12][C:9]([CH3:10])=[CH:8][C:6]=2[CH:7]=1, predict the reactants needed to synthesize it. (7) The reactants are: C([O:3][P:4]([C:9]#[C:10][C:11]1[CH:16]=[CH:15][CH:14]=[CH:13][CH:12]=1)([O:6]CC)=[O:5])C.C[Si](Br)(C)C. Given the product [P:4]([C:9]#[C:10][C:11]1[CH:16]=[CH:15][CH:14]=[CH:13][CH:12]=1)([OH:6])([OH:5])=[O:3], predict the reactants needed to synthesize it. (8) Given the product [CH3:1][O:2][C:3](=[O:28])[CH2:4][C:5]1[C:9]2[C:10]([CH:25]3[CH2:27][CH2:26]3)=[CH:11][C:12]([OH:14])=[CH:13][C:8]=2[S:7][CH:6]=1, predict the reactants needed to synthesize it. The reactants are: [CH3:1][O:2][C:3](=[O:28])[CH2:4][C:5]1[C:9]2[C:10]([CH:25]3[CH2:27][CH2:26]3)=[CH:11][C:12]([O:14][Si](C(C)C)(C(C)C)C(C)C)=[CH:13][C:8]=2[S:7][CH:6]=1.C1COCC1.CCCC[N+](CCCC)(CCCC)CCCC.[F-].